This data is from Catalyst prediction with 721,799 reactions and 888 catalyst types from USPTO. The task is: Predict which catalyst facilitates the given reaction. (1) Reactant: [N:1]1([C:5](=[O:16])[CH2:6][C:7]2[C:12]([F:13])=[CH:11][C:10]([OH:14])=[CH:9][C:8]=2[F:15])[CH2:4][CH2:3][CH2:2]1.[CH2:17]([C:19]1[CH:20]=[N:21][C:22]([N:25]2[CH2:30][CH2:29][CH:28]([C@H:31]3[CH2:33][C@H:32]3[CH2:34][CH2:35]O)[CH2:27][CH2:26]2)=[N:23][CH:24]=1)[CH3:18].C1(P(C2C=CC=CC=2)C2C=CC=CC=2)C=CC=CC=1.N(C(OC(C)(C)C)=O)=NC(OC(C)(C)C)=O. Product: [N:1]1([C:5](=[O:16])[CH2:6][C:7]2[C:8]([F:15])=[CH:9][C:10]([O:14][CH2:35][CH2:34][C@@H:32]3[CH2:33][C@@H:31]3[CH:28]3[CH2:27][CH2:26][N:25]([C:22]4[N:21]=[CH:20][C:19]([CH2:17][CH3:18])=[CH:24][N:23]=4)[CH2:30][CH2:29]3)=[CH:11][C:12]=2[F:13])[CH2:4][CH2:3][CH2:2]1. The catalyst class is: 4. (2) Reactant: [CH3:1][C:2]1([CH3:16])[CH2:7][C:6](=[O:8])[CH2:5][CH2:4][N:3]1[C:9]([O:11][C:12]([CH3:15])([CH3:14])[CH3:13])=[O:10].[Na].C1C=CC(N[S:25]([C:28]([F:31])([F:30])[F:29])(=[O:27])=[O:26])=CC=1. Product: [CH3:1][C:2]1([CH3:16])[CH2:7][C:6]([O:8][S:25]([C:28]([F:31])([F:30])[F:29])(=[O:27])=[O:26])=[CH:5][CH2:4][N:3]1[C:9]([O:11][C:12]([CH3:15])([CH3:14])[CH3:13])=[O:10]. The catalyst class is: 1. (3) Reactant: CS(O[CH2:6][CH2:7][O:8][CH:9]([C:21]1[CH:26]=[C:25]([Cl:27])[CH:24]=[CH:23][C:22]=1[CH3:28])[CH2:10][CH2:11][N:12]([C:14]([O:16][C:17]([CH3:20])([CH3:19])[CH3:18])=[O:15])[CH3:13])(=O)=O.CN(C=O)C.[N-:34]=[N+:35]=[N-:36].[Na+]. Product: [N:34]([CH2:6][CH2:7][O:8][CH:9]([C:21]1[CH:26]=[C:25]([Cl:27])[CH:24]=[CH:23][C:22]=1[CH3:28])[CH2:10][CH2:11][N:12]([CH3:13])[C:14](=[O:15])[O:16][C:17]([CH3:20])([CH3:19])[CH3:18])=[N+:35]=[N-:36]. The catalyst class is: 13. (4) Reactant: CC1C=CC(S(O[CH2:12][CH2:13][CH2:14][N:15]2[CH2:20][CH2:19][CH:18]([C:21]([OH:34])([C:28]3[CH:33]=[CH:32][CH:31]=[CH:30][CH:29]=3)[C:22]3[CH:27]=[CH:26][CH:25]=[CH:24][CH:23]=3)[CH2:17][CH2:16]2)(=O)=O)=CC=1.[C:35]([C:39]1[CH:45]=[CH:44][C:42]([NH2:43])=[CH:41][CH:40]=1)([CH3:38])([CH3:37])[CH3:36].C(#N)C. Product: [C:35]([C:39]1[CH:40]=[CH:41][C:42]([NH:43][CH2:12][CH2:13][CH2:14][N:15]2[CH2:20][CH2:19][CH:18]([C:21]([C:28]3[CH:29]=[CH:30][CH:31]=[CH:32][CH:33]=3)([C:22]3[CH:27]=[CH:26][CH:25]=[CH:24][CH:23]=3)[OH:34])[CH2:17][CH2:16]2)=[CH:44][CH:45]=1)([CH3:38])([CH3:36])[CH3:37]. The catalyst class is: 250.